Predict the reaction yield, written as a fraction of the theoretical maximum amount of product (1.0 means a 100% yield; for example, 0.34 means a 34% yield). From a dataset of Reaction yield outcomes from USPTO patents with 853,638 reactions. (1) The reactants are [Cl:1][C:2]1[CH:25]=[CH:24][C:5]([CH2:6][N:7]2[C:12](=[O:13])[C:11](Br)=[N:10][N:9]([C:15]3[CH:16]=[C:17]([CH:20]=[CH:21][CH:22]=3)[C:18]#[N:19])[C:8]2=[O:23])=[CH:4][CH:3]=1.[CH3:26][O-:27].[Na+]. The catalyst is CN(C=O)C. The product is [Cl:1][C:2]1[CH:25]=[CH:24][C:5]([CH2:6][N:7]2[C:12](=[O:13])[C:11]([O:27][CH3:26])=[N:10][N:9]([C:15]3[CH:16]=[C:17]([CH:20]=[CH:21][CH:22]=3)[C:18]#[N:19])[C:8]2=[O:23])=[CH:4][CH:3]=1. The yield is 0.570. (2) The reactants are [CH:1]1([CH2:4][C:5]2[C:13]3[C:12](=[O:14])[CH2:11][C:10]([CH3:16])([CH3:15])[CH2:9][C:8]=3[N:7]([C:17]3[CH:24]=[CH:23][C:20]([C:21]#[N:22])=[CH:19][CH:18]=3)[N:6]=2)[CH2:3][CH2:2]1.CC[OH:27].CS(C)=O. The catalyst is [OH-].[Na+].OO.[Cl-].[Na+].O. The product is [CH:1]1([CH2:4][C:5]2[C:13]3[C:12](=[O:14])[CH2:11][C:10]([CH3:16])([CH3:15])[CH2:9][C:8]=3[N:7]([C:17]3[CH:18]=[CH:19][C:20]([C:21]([NH2:22])=[O:27])=[CH:23][CH:24]=3)[N:6]=2)[CH2:3][CH2:2]1. The yield is 0.430. (3) The yield is 0.760. The catalyst is CO.O. The reactants are Cl[C:2]1[N:7]=[C:6](Cl)[C:5]([F:9])=[CH:4][N:3]=1.[N+:10]([C:13]1[CH:14]=[C:15]([CH:17]=[CH:18][CH:19]=1)[NH2:16])([O-:12])=[O:11]. The product is [N+:10]([C:13]1[CH:14]=[C:15]([NH:16][C:2]2[N:7]=[C:6]([NH:16][C:15]3[CH:17]=[CH:18][CH:19]=[C:13]([N+:10]([O-:12])=[O:11])[CH:14]=3)[C:5]([F:9])=[CH:4][N:3]=2)[CH:17]=[CH:18][CH:19]=1)([O-:12])=[O:11]. (4) The reactants are [NH2:1][C:2]1[C:7]([C:8]2[N:26]([C:27]3[CH:32]=[CH:31][C:30]([C:33]4([NH:37]C(=O)OC(C)(C)C)[CH2:36][CH2:35][CH2:34]4)=[CH:29][CH:28]=3)[C:11]3=[N:12][C:13]([C:16]4[CH:21]=[CH:20][CH:19]=[C:18]([NH:22][CH2:23][CH2:24][OH:25])[CH:17]=4)=[CH:14][CH:15]=[C:10]3[N:9]=2)=[CH:6][CH:5]=[CH:4][N:3]=1.[ClH:45].O1CCOCC1. The catalyst is C(Cl)Cl. The product is [ClH:45].[ClH:45].[ClH:45].[NH2:37][C:33]1([C:30]2[CH:31]=[CH:32][C:27]([N:26]3[C:11]4=[N:12][C:13]([C:16]5[CH:17]=[C:18]([NH:22][CH2:23][CH2:24][OH:25])[CH:19]=[CH:20][CH:21]=5)=[CH:14][CH:15]=[C:10]4[N:9]=[C:8]3[C:7]3[C:2]([NH2:1])=[N:3][CH:4]=[CH:5][CH:6]=3)=[CH:28][CH:29]=2)[CH2:34][CH2:35][CH2:36]1. The yield is 0.826.